This data is from Catalyst prediction with 721,799 reactions and 888 catalyst types from USPTO. The task is: Predict which catalyst facilitates the given reaction. (1) Reactant: Cl.[CH2:2]([O:9][C:10]1[CH:15]=[C:14]([Br:16])[CH:13]=[CH:12][C:11]=1[NH:17]N)[C:3]1[CH:8]=[CH:7][CH:6]=[CH:5][CH:4]=1.[CH2:19]1[CH:26]2[NH:27][CH:21]([CH2:22][C:23]([CH2:25]2)=O)[CH2:20]1.Cl.Cl.[OH-].[NH4+].[C:32](O[C:32]([O:34][C:35]([CH3:38])([CH3:37])[CH3:36])=[O:33])([O:34][C:35]([CH3:38])([CH3:37])[CH3:36])=[O:33].C(N(CC)CC)C. Product: [Br:16][C:14]1[CH:15]=[C:10]([O:9][CH2:2][C:3]2[CH:8]=[CH:7][CH:6]=[CH:5][CH:4]=2)[C:11]2[NH:17][C:23]3[CH2:22][CH:21]4[NH:27][CH:26]([C:25]=3[C:12]=2[C:13]=1[C:32]([O:34][C:35]([CH3:38])([CH3:37])[CH3:36])=[O:33])[CH2:19][CH2:20]4. The catalyst class is: 357. (2) Reactant: [NH2:1][CH2:2][C:3]1[CH:8]=[CH:7][C:6]([N:9]2[CH2:13][CH:12]([CH2:14][NH:15][C:16]([C:18]3[S:19][C:20]([Cl:23])=[CH:21][CH:22]=3)=[O:17])[O:11][C:10]2=[O:24])=[CH:5][CH:4]=1.N1C=CC=CC=1.[C:31](OC(=O)C)(=[O:33])[CH3:32].CCOCC. Product: [C:31]([NH:1][CH2:2][C:3]1[CH:8]=[CH:7][C:6]([N:9]2[CH2:13][CH:12]([CH2:14][NH:15][C:16]([C:18]3[S:19][C:20]([Cl:23])=[CH:21][CH:22]=3)=[O:17])[O:11][C:10]2=[O:24])=[CH:5][CH:4]=1)(=[O:33])[CH3:32]. The catalyst class is: 266. (3) Reactant: F[C:2]1[CH:3]=[N:4][CH:5]=[CH:6][C:7]=1[C:8]1[O:9][C:10]2[CH:16]=[CH:15][C:14]([C:17]([F:20])([F:19])[F:18])=[CH:13][C:11]=2[N:12]=1.C(=O)([O-])[O-].[K+].[K+].CN(C=O)C.[CH3:32][CH:33]([SH:35])[CH3:34]. Product: [CH:33]([S:35][C:2]1[CH:3]=[N:4][CH:5]=[CH:6][C:7]=1[C:8]1[O:9][C:10]2[CH:16]=[CH:15][C:14]([C:17]([F:20])([F:19])[F:18])=[CH:13][C:11]=2[N:12]=1)([CH3:34])[CH3:32]. The catalyst class is: 6. (4) Reactant: [C:1]([CH:4]([CH2:10][C:11]([O:13][CH2:14][CH3:15])=[O:12])[C:5]([O:7]CC)=O)(=O)[CH3:2].[NH2:16][C:17]1[CH:21]=[CH:20][NH:19][N:18]=1. Product: [OH:7][C:5]1[N:18]2[N:19]=[CH:20][CH:21]=[C:17]2[N:16]=[C:1]([CH3:2])[C:4]=1[CH2:10][C:11]([O:13][CH2:14][CH3:15])=[O:12]. The catalyst class is: 11. (5) Reactant: F[C:2]1[N:7]=[C:6]([C:8]2[CH:9]=[N:10][CH:11]=[CH:12][CH:13]=2)[C:5]([O:14]C)=[CH:4][CH:3]=1.[CH3:16][S-:17].[Na+]. Product: [CH3:16][S:17][C:2]1[N:7]=[C:6]([C:8]2[CH:9]=[N:10][CH:11]=[CH:12][CH:13]=2)[C:5]([OH:14])=[CH:4][CH:3]=1. The catalyst class is: 9.